Dataset: Forward reaction prediction with 1.9M reactions from USPTO patents (1976-2016). Task: Predict the product of the given reaction. The product is: [OH:15][C:8]1[CH:13]=[CH:12][N:11]=[C:10]([NH:14][C:4](=[O:6])[CH2:3][O:2][CH3:1])[CH:9]=1. Given the reactants [CH3:1][O:2][CH2:3][C:4]([OH:6])=O.Cl[C:8]1[CH:13]=[CH:12][N:11]=[C:10]([NH2:14])[CH:9]=1.[OH-:15].[Na+], predict the reaction product.